Dataset: Experimentally validated miRNA-target interactions with 360,000+ pairs, plus equal number of negative samples. Task: Binary Classification. Given a miRNA mature sequence and a target amino acid sequence, predict their likelihood of interaction. (1) The miRNA is hsa-miR-4437 with sequence UGGGCUCAGGGUACAAAGGUU. The protein sequence of the target gene is MESSAKRKMDPDNPDEGPSSKVPRPETPVTKATTFLQTMLRKEVNSQLSLGDPLFPELAEESLKTFEQVTEDCNENPEKDVLTELVKQIKVRVDMVRHRIKEHMLKKYTQTEEKFTGAFNMMGGCLQNALDILDKVHEPFEDMKCIGLTMQSMYENYIVPEDKREMWMACIKELHDVSKGAANKLGGALQAKARAKKDELRRKMMYMCYRNIEFFTKNSAFPKTTNGCSQAMAALQNLPQCSPDEIMSYAQKIFKILDEERDKVLTHIDHIFMDILTTCVETMCNEYKVTSDACMMTMYG.... Result: 0 (no interaction). (2) The miRNA is hsa-miR-8066 with sequence CAAUGUGAUCUUUUGGAUGUA. The protein sequence of the target gene is MATRVEEAARGRGGGAEEATEAGRGGRRRSPRQKFEIGTMEEAGICGLGVKADMLCNSQSNDILQHQGSNCGGTSNKHSLEEDEGSDFITENRNLVSPAYCTQESREEIPGGEARTDPPDGQQDSECNRNKEKTLGKEVLLLMQALNTLSTPEEKLAALCKKYADLLEESRSVQKQMKILQKKQAQIVKEKVHLQSEHSKAILARSKLESLCRELQRHNKTLKEENMQQAREEEERRKEATAHFQITLNEIQAQLEQHDIHNAKLRQENIELGEKLKKLIEQYALREEHIDKVFKHKELQ.... Result: 1 (interaction). (3) The protein sequence of the target gene is MPNPRPAKPMAPSLALGPSPGVLPSWKTAPKGSELLGTRGSGGPFQGRDLRSGAHTSSSLNPLPPSQLQLPTVPLVMVAPSGARLGPSPHLQALLQDRPHFMHQLSTVDAHAQTPVLQVRPLDNPAMISLPPPSAATGVFSLKARPGLPPGINVASLEWVSREPALLCTFPRSGTPRKDSNLLAAPQGSYPLLANGVCKWPGCEKVFEEPEEFLKHCQADHLLDEKGKAQCLLQREVVQSLEQQLELEKEKLGAMQAHLAGKMALAKAPSVASMDKSSCCIVATSTQGSVLPAWSAPREA.... Result: 0 (no interaction). The miRNA is dme-miR-79-3p with sequence UAAAGCUAGAUUACCAAAGCAU.